Dataset: Peptide-MHC class I binding affinity with 185,985 pairs from IEDB/IMGT. Task: Regression. Given a peptide amino acid sequence and an MHC pseudo amino acid sequence, predict their binding affinity value. This is MHC class I binding data. (1) The peptide sequence is GINNVQSLI. The MHC is HLA-A02:01 with pseudo-sequence HLA-A02:01. The binding affinity (normalized) is 0.134. (2) The peptide sequence is ISSGETRSF. The MHC is HLA-B57:01 with pseudo-sequence HLA-B57:01. The binding affinity (normalized) is 0.0847.